From a dataset of Forward reaction prediction with 1.9M reactions from USPTO patents (1976-2016). Predict the product of the given reaction. (1) Given the reactants [F:1][C:2]1[CH:3]=[C:4]([CH:19]=[CH:20][C:21]=1[O:22][CH3:23])[CH2:5][CH:6]1[C:10]2=[N:11][C:12]3[CH:17]=[CH:16][CH:15]=[CH:14][C:13]=3[N:9]2[C:8](=[O:18])[NH:7]1.[NH2:24][C@H:25]1[CH2:30][CH2:29][C@H:28]([OH:31])[CH2:27][CH2:26]1.C(O)(C(F)(F)F)=O, predict the reaction product. The product is: [NH:11]1[C:12]2[CH:17]=[CH:16][CH:15]=[CH:14][C:13]=2[N:9]=[C:10]1[CH:6]([NH:7][C:8]([NH:24][C@H:25]1[CH2:30][CH2:29][C@H:28]([OH:31])[CH2:27][CH2:26]1)=[O:18])[CH2:5][C:4]1[CH:19]=[CH:20][C:21]([O:22][CH3:23])=[C:2]([F:1])[CH:3]=1. (2) Given the reactants [Cl:1][C:2]1[CH:7]=[CH:6][C:5]([NH2:8])=[CH:4][C:3]=1[C:9]1[O:10][C:11]2[CH:17]=[CH:16][C:15]([C:18]3[CH:23]=[CH:22][C:21]([O:24][CH:25]([CH3:27])[CH3:26])=[CH:20][CH:19]=3)=[CH:14][C:12]=2[N:13]=1.[Cl:28][C:29]1[CH:37]=[CH:36][C:35]([Cl:38])=[CH:34][C:30]=1[C:31](Cl)=[O:32], predict the reaction product. The product is: [Cl:28][C:29]1[CH:37]=[CH:36][C:35]([Cl:38])=[CH:34][C:30]=1[C:31]([NH:8][C:5]1[CH:6]=[CH:7][C:2]([Cl:1])=[C:3]([C:9]2[O:10][C:11]3[CH:17]=[CH:16][C:15]([C:18]4[CH:23]=[CH:22][C:21]([O:24][CH:25]([CH3:27])[CH3:26])=[CH:20][CH:19]=4)=[CH:14][C:12]=3[N:13]=2)[CH:4]=1)=[O:32]. (3) Given the reactants [C:1]([Si:5]([CH3:19])([CH3:18])[N:6]1[C:10]2=[N:11][CH:12]=[C:13]([S:15][CH2:16][CH3:17])[CH:14]=[C:9]2[CH2:8][CH2:7]1)([CH3:4])([CH3:3])[CH3:2].ClC1C(=O)C(C#N)=C(C#N)C(=O)C=1Cl, predict the reaction product. The product is: [C:1]([Si:5]([CH3:19])([CH3:18])[N:6]1[C:10]2=[N:11][CH:12]=[C:13]([S:15][CH2:16][CH3:17])[CH:14]=[C:9]2[CH:8]=[CH:7]1)([CH3:3])([CH3:4])[CH3:2]. (4) Given the reactants [Cl:1][C:2]1[C:3]([F:48])=[C:4]([C@@H:8]2[C@:12]([C:15]3[CH:20]=[CH:19][C:18]([Cl:21])=[CH:17][C:16]=3[F:22])([C:13]#[N:14])[C@H:11]([CH2:23][C:24]([CH3:27])([CH3:26])[CH3:25])[NH:10][C@H:9]2[C:28]([NH:30][C:31]2[CH:36]=[CH:35][C:34]([N:37]3[CH2:42][CH2:41][CH:40]([C:43]([O:45]CC)=[O:44])[CH2:39][CH2:38]3)=[CH:33][CH:32]=2)=[O:29])[CH:5]=[CH:6][CH:7]=1.O.[OH-].[Li+].Cl, predict the reaction product. The product is: [Cl:21][C:18]1[CH:19]=[CH:20][C:15]([C@@:12]2([C:13]#[N:14])[C@H:11]([CH2:23][C:24]([CH3:27])([CH3:26])[CH3:25])[NH:10][C@@H:9]([C:28]([NH:30][C:31]3[CH:36]=[CH:35][C:34]([N:37]4[CH2:42][CH2:41][CH:40]([C:43]([OH:45])=[O:44])[CH2:39][CH2:38]4)=[CH:33][CH:32]=3)=[O:29])[C@@H:8]2[C:4]2[CH:5]=[CH:6][CH:7]=[C:2]([Cl:1])[C:3]=2[F:48])=[C:16]([F:22])[CH:17]=1. (5) Given the reactants I[C:2]1[N:7]=[C:6]([CH3:8])[N:5]=[C:4]([S:9][CH3:10])[N:3]=1.[F:11][C:12]1[C:17]([Sn](CCCC)(CCCC)CCCC)=[N:16][CH:15]=[CH:14][N:13]=1, predict the reaction product. The product is: [F:11][C:12]1[C:17]([C:2]2[N:7]=[C:6]([CH3:8])[N:5]=[C:4]([S:9][CH3:10])[N:3]=2)=[N:16][CH:15]=[CH:14][N:13]=1. (6) Given the reactants [O:1]([C:8]1[CH:14]=[CH:13][CH:12]=[CH:11][C:9]=1[NH2:10])[C:2]1[CH:7]=[CH:6][CH:5]=[CH:4][CH:3]=1.P(=O)(O)(O)O.[N+]([O-])(O)=O.[N:24]([O-])=O.[Na+].C([O-])(=O)C.[K+].[C:33]([CH2:36][C:37](=[O:39])[CH3:38])(=[O:35])[CH3:34], predict the reaction product. The product is: [O:1]([C:8]1[CH:14]=[CH:13][CH:12]=[CH:11][C:9]=1[NH:10][N:24]=[C:36]([C:37](=[O:39])[CH3:38])[C:33](=[O:35])[CH3:34])[C:2]1[CH:3]=[CH:4][CH:5]=[CH:6][CH:7]=1.